This data is from Full USPTO retrosynthesis dataset with 1.9M reactions from patents (1976-2016). The task is: Predict the reactants needed to synthesize the given product. Given the product [F:1][C:2]1[CH:3]=[C:4]([CH:36]=[CH:37][CH:38]=1)[CH2:5][N:6]1[CH:10]=[C:9]([C:11]2[C:19]3[C:14](=[N:15][CH:16]=[C:17]([C:20]4[CH:21]=[C:22]([O:34][CH3:35])[C:23]([NH2:26])=[N:24][CH:25]=4)[CH:18]=3)[NH:13][CH:12]=2)[CH:8]=[N:7]1, predict the reactants needed to synthesize it. The reactants are: [F:1][C:2]1[CH:3]=[C:4]([CH:36]=[CH:37][CH:38]=1)[CH2:5][N:6]1[CH:10]=[C:9]([C:11]2[C:19]3[C:14](=[N:15][CH:16]=[C:17]([C:20]4[CH:21]=[C:22]([O:34][CH3:35])[C:23]([NH:26]C(=O)OC(C)(C)C)=[N:24][CH:25]=4)[CH:18]=3)[NH:13][CH:12]=2)[CH:8]=[N:7]1.